This data is from Full USPTO retrosynthesis dataset with 1.9M reactions from patents (1976-2016). The task is: Predict the reactants needed to synthesize the given product. (1) Given the product [C:1]([O:5][C:6]([N:8]1[CH2:13][CH2:12][N:11]2[C:14]([CH2:18][CH3:19])=[N:15][C:16]([S:33][CH3:32])=[C:10]2[CH:9]1[CH2:20][CH2:21][C:22]1[CH:27]=[CH:26][C:25]([C:28]([F:31])([F:30])[F:29])=[CH:24][CH:23]=1)=[O:7])([CH3:4])([CH3:3])[CH3:2], predict the reactants needed to synthesize it. The reactants are: [C:1]([O:5][C:6]([N:8]1[CH2:13][CH2:12][N:11]2[C:14]([CH2:18][CH3:19])=[N:15][C:16](I)=[C:10]2[CH:9]1[CH2:20][CH2:21][C:22]1[CH:27]=[CH:26][C:25]([C:28]([F:31])([F:30])[F:29])=[CH:24][CH:23]=1)=[O:7])([CH3:4])([CH3:3])[CH3:2].[CH3:32][S-:33].[Na+].[NH4+].[OH-]. (2) Given the product [C:1]([O:5][C:6]([N:8]1[CH2:13][CH2:12][N:11]([CH:14]([C:17]2[CH:22]=[CH:21][CH:20]=[CH:19][C:18]=2[F:23])[CH2:15][NH:16][S:25]([CH3:24])(=[O:27])=[O:26])[CH2:10][CH2:9]1)=[O:7])([CH3:4])([CH3:2])[CH3:3], predict the reactants needed to synthesize it. The reactants are: [C:1]([O:5][C:6]([N:8]1[CH2:13][CH2:12][N:11]([CH:14]([C:17]2[CH:22]=[CH:21][CH:20]=[CH:19][C:18]=2[F:23])[CH2:15][NH2:16])[CH2:10][CH2:9]1)=[O:7])([CH3:4])([CH3:3])[CH3:2].[CH3:24][S:25](Cl)(=[O:27])=[O:26].N1C=CC=CC=1. (3) Given the product [F:24][C:18]1[CH:19]=[CH:20][C:21]([F:23])=[CH:22][C:17]=1[CH2:16][N:14]1[CH:15]=[C:11]([C:10]2[C:4]3[C:5](=[N:6][CH:7]=[C:2]([C:40]4[CH:41]=[CH:42][C:37]([O:36][CH3:35])=[C:38]([NH:52][S:53]([CH3:56])(=[O:54])=[O:55])[CH:39]=4)[CH:3]=3)[N:8]([S:25]([C:28]3[CH:34]=[CH:33][C:31]([CH3:32])=[CH:30][CH:29]=3)(=[O:26])=[O:27])[CH:9]=2)[CH:12]=[N:13]1, predict the reactants needed to synthesize it. The reactants are: Br[C:2]1[CH:3]=[C:4]2[C:10]([C:11]3[CH:12]=[N:13][N:14]([CH2:16][C:17]4[CH:22]=[C:21]([F:23])[CH:20]=[CH:19][C:18]=4[F:24])[CH:15]=3)=[CH:9][N:8]([S:25]([C:28]3[CH:34]=[CH:33][C:31]([CH3:32])=[CH:30][CH:29]=3)(=[O:27])=[O:26])[C:5]2=[N:6][CH:7]=1.[CH3:35][O:36][C:37]1[CH:42]=[CH:41][C:40](B2OC(C)(C)C(C)(C)O2)=[CH:39][C:38]=1[NH:52][S:53]([CH3:56])(=[O:55])=[O:54].C(=O)([O-])[O-].[Na+].[Na+]. (4) Given the product [CH:30]([O:29][C:27]([N:23]1[CH2:24][CH2:25][CH:20]([C:18]2[O:17][C:14]3=[CH:15][N:16]=[C:11]([C:8]4[CH2:9][CH2:10][N:5]([S:2]([CH3:1])(=[O:3])=[O:4])[CH2:6][CH:7]=4)[CH:12]=[C:13]3[CH:19]=2)[CH2:21][CH2:22]1)=[O:28])([CH3:32])[CH3:31], predict the reactants needed to synthesize it. The reactants are: [CH3:1][S:2]([N:5]1[CH2:10][CH:9]=[C:8]([C:11]2[CH:12]=[C:13]3[CH:19]=[C:18]([CH:20]4[CH2:25][CH2:24][NH:23][CH2:22][CH2:21]4)[O:17][C:14]3=[CH:15][N:16]=2)[CH2:7][CH2:6]1)(=[O:4])=[O:3].Cl[C:27]([O:29][CH:30]([CH3:32])[CH3:31])=[O:28]. (5) Given the product [NH2:1][CH:2]([C:10]1[CH:15]=[CH:14][CH:13]=[C:12]([F:16])[CH:11]=1)[CH2:3][C:4]([OH:6])=[O:5].[Cl-:25].[Na+:26], predict the reactants needed to synthesize it. The reactants are: [NH2:1][CH:2]([C:10]1[CH:15]=[CH:14][CH:13]=[C:12]([F:16])[CH:11]=1)[CH2:3][C:4]([O:6]CCC)=[O:5].P([O-])([O-])([O-])=O.[K+].[K+].[K+].[Cl-:25].[Na+:26]. (6) Given the product [CH:4](=[O:3])[C:5]([C:7]1[CH:12]=[CH:11][CH:10]=[CH:9][CH:8]=1)=[CH2:6], predict the reactants needed to synthesize it. The reactants are: C([O:3][CH:4](OCC)[C:5]([C:7]1[CH:12]=[CH:11][CH:10]=[CH:9][CH:8]=1)=[CH2:6])C.C(O)=O.O.